From a dataset of Reaction yield outcomes from USPTO patents with 853,638 reactions. Predict the reaction yield, written as a fraction of the theoretical maximum amount of product (1.0 means a 100% yield; for example, 0.34 means a 34% yield). (1) The reactants are O[CH2:2][CH2:3][C:4]1[CH:9]=[CH:8][C:7]([CH2:10][CH2:11][C:12]2[N:13]=[C:14]([NH:17][C:18](=[O:20])[CH3:19])[S:15][CH:16]=2)=[CH:6][CH:5]=1.C(Br)(Br)(Br)[Br:22].C1(P(C2C=CC=CC=2)C2C=CC=CC=2)C=CC=CC=1. The catalyst is ClCCl. The product is [Br:22][CH2:2][CH2:3][C:4]1[CH:9]=[CH:8][C:7]([CH2:10][CH2:11][C:12]2[N:13]=[C:14]([NH:17][C:18](=[O:20])[CH3:19])[S:15][CH:16]=2)=[CH:6][CH:5]=1. The yield is 0.880. (2) The reactants are C(OC([N:8]([C:16]1[N:21]=[CH:20][C:19]2[CH2:22][O:23][CH2:24][C:18]=2[CH:17]=1)C(=O)OC(C)(C)C)=O)(C)(C)C.FC(F)(F)C(O)=O.C1(C)C=CC=CC=1. The catalyst is ClCCl. The product is [CH2:24]1[C:18]2[CH:17]=[C:16]([NH2:8])[N:21]=[CH:20][C:19]=2[CH2:22][O:23]1. The yield is 0.890. (3) The reactants are [OH:1][C@H:2]([CH2:35][OH:36])[CH2:3][NH:4][C:5]([C:7]1[NH:8][C:9]([C:12]2[CH:17]=[C:16]([O:18][C:19]3[CH:24]=[CH:23][C:22]([S:25]([CH3:28])(=[O:27])=[O:26])=[CH:21][CH:20]=3)[CH:15]=[C:14]([O:29][C@@H:30]([CH3:34])[CH2:31][O:32][CH3:33])[CH:13]=2)=[CH:10][CH:11]=1)=[O:6].[CH:37]([Si:40](Cl)([CH:44]([CH3:46])[CH3:45])[CH:41]([CH3:43])[CH3:42])([CH3:39])[CH3:38].C(N(CC)CC)C.O. The catalyst is ClCCl.CN(C)C1C=CN=CC=1. The product is [OH:1][C@H:2]([CH2:35][O:36][Si:40]([CH:44]([CH3:46])[CH3:45])([CH:41]([CH3:43])[CH3:42])[CH:37]([CH3:39])[CH3:38])[CH2:3][NH:4][C:5]([C:7]1[NH:8][C:9]([C:12]2[CH:17]=[C:16]([O:18][C:19]3[CH:20]=[CH:21][C:22]([S:25]([CH3:28])(=[O:26])=[O:27])=[CH:23][CH:24]=3)[CH:15]=[C:14]([O:29][C@@H:30]([CH3:34])[CH2:31][O:32][CH3:33])[CH:13]=2)=[CH:10][CH:11]=1)=[O:6]. The yield is 0.510. (4) The catalyst is CCOC(C)=O.O.O.O.O.O.O.[Ni](Cl)Cl.CO. The reactants are [CH2:1]([NH:3][C:4]1[CH:9]=[C:8]([CH3:10])[NH:7][C:6](=[O:11])[C:5]=1[C:12]#[N:13])[CH3:2].[C:14](O[C:14]([O:16][C:17]([CH3:20])([CH3:19])[CH3:18])=[O:15])([O:16][C:17]([CH3:20])([CH3:19])[CH3:18])=[O:15].[BH4-].[Na+].NCCNCCN.C([O-])(O)=O.[Na+]. The yield is 0.567. The product is [CH2:1]([NH:3][C:4]1[CH:9]=[C:8]([CH3:10])[NH:7][C:6](=[O:11])[C:5]=1[CH2:12][NH:13][C:14](=[O:15])[O:16][C:17]([CH3:20])([CH3:19])[CH3:18])[CH3:2]. (5) The reactants are [NH2:1][C:2]1[CH:18]=[CH:17][CH:16]=[C:15]([CH3:19])[C:3]=1[C:4]([NH:6][CH:7]1[CH2:12][CH2:11][C:10](=[O:13])[NH:9][C:8]1=[O:14])=[O:5].[C:20]1(C)[CH:25]=[CH:24]C(S(O)(=O)=O)=[CH:22][CH:21]=1. The catalyst is CN(C=O)C. The product is [CH2:21]([C:22]1[N:6]([CH:7]2[CH2:12][CH2:11][C:10](=[O:13])[NH:9][C:8]2=[O:14])[C:4](=[O:5])[C:3]2[C:2](=[CH:18][CH:17]=[CH:16][C:15]=2[CH3:19])[N:1]=1)[CH2:20][CH2:25][CH3:24]. The yield is 0.100. (6) The reactants are [Cl:1][C:2]1[CH:3]=[CH:4][C:5]([CH2:9][OH:10])=[C:6]([OH:8])[CH:7]=1.Br[CH:12]([CH:14]1[CH2:16][CH2:15]1)O.C([O-])([O-])=O.[K+].[K+]. The catalyst is CN(C=O)C. The product is [Cl:1][C:2]1[CH:3]=[CH:4][C:5]([CH2:9][OH:10])=[C:6]([O:8][CH2:12][CH:14]2[CH2:16][CH2:15]2)[CH:7]=1. The yield is 0.130.